The task is: Binary Classification. Given a drug SMILES string, predict its activity (active/inactive) in a high-throughput screening assay against a specified biological target.. This data is from HIV replication inhibition screening data with 41,000+ compounds from the AIDS Antiviral Screen. (1) The molecule is CC(C)CN(CC(O)C(Cc1ccccc1)NC(=O)C(CC(N)=O)NC(=O)c1ccc2ccccc2n1)C(=O)NC(C)(C)C. The result is 1 (active). (2) The molecule is NC(=O)NNCC(Cl)=C(Cl)C(=O)O. The result is 0 (inactive). (3) The compound is O=C1C(c2ccc([N+](=O)[O-])cc2)=C(Cl)C(=O)c2c(O)cccc21. The result is 0 (inactive). (4) The drug is Cn1cc(NC(=O)Nc2cc(C(=O)Nc3cc(C(=O)Nc4ccc5cc(S(=O)(=O)O)cc(S(=O)(=O)O)c5c4)n(C)n3)n(C)c2)cc1C(=O)Nc1cc(C(=O)Nc2ccc3cc(S(=O)(=O)O)cc(S(=O)(=O)O)c3c2)n(C)n1.[KH]. The result is 1 (active). (5) The molecule is CCN(CC)CC1CCCCN1CC(=O)N1c2ccc(Br)cc2C(=O)Nc2cccnc21. The result is 0 (inactive). (6) The compound is COC(=O)C(C(=O)C(=O)Nc1ccc(C)cc1C)c1nc2ccc([N+](=O)[O-])cc2nc1O. The result is 0 (inactive).